Dataset: Full USPTO retrosynthesis dataset with 1.9M reactions from patents (1976-2016). Task: Predict the reactants needed to synthesize the given product. The reactants are: Br[C:2]1[CH:3]=[C:4]([CH:8]([CH2:25][CH:26]([CH3:28])[CH3:27])[C:9]([NH:11][C:12]2[CH:17]=[CH:16][C:15]([C:18]3[CH:23]=[CH:22][N:21]=[C:20]([CH3:24])[CH:19]=3)=[CH:14][CH:13]=2)=[O:10])[CH:5]=[CH:6][CH:7]=1.[C:29]1(B(O)O)[CH:34]=[CH:33][CH:32]=[CH:31][CH:30]=1.O.C(=O)([O-])[O-].[Na+].[Na+]. Given the product [C:29]1([C:2]2[CH:3]=[C:4]([CH:8]([CH2:25][CH:26]([CH3:27])[CH3:28])[C:9]([NH:11][C:12]3[CH:13]=[CH:14][C:15]([C:18]4[CH:23]=[CH:22][N:21]=[C:20]([CH3:24])[CH:19]=4)=[CH:16][CH:17]=3)=[O:10])[CH:5]=[CH:6][CH:7]=2)[CH:34]=[CH:33][CH:32]=[CH:31][CH:30]=1, predict the reactants needed to synthesize it.